The task is: Predict which catalyst facilitates the given reaction.. This data is from Catalyst prediction with 721,799 reactions and 888 catalyst types from USPTO. (1) Reactant: [Cl:1][CH:2]([CH3:17])[C:3]([C:5]1[C:6]([CH:14]([CH3:16])[CH3:15])=[N:7][N:8]2[CH:13]=[CH:12][CH:11]=[CH:10][C:9]=12)=[O:4].C([N:25]1[CH2:30][CH2:29][NH:28][CH2:27][CH2:26]1)(OC(C)(C)C)=O.[Na+].[I-]. Product: [ClH:1].[CH:14]([C:6]1[C:5]([C:3](=[O:4])[CH:2]([N:25]2[CH2:30][CH2:29][NH:28][CH2:27][CH2:26]2)[CH3:17])=[C:9]2[CH:10]=[CH:11][CH:12]=[CH:13][N:8]2[N:7]=1)([CH3:16])[CH3:15]. The catalyst class is: 5. (2) Reactant: [C:1]([CH2:3][C:4]1([CH2:17][CH:18]([CH3:20])[CH3:19])[CH2:9][CH2:8][N:7]([C:10]([O:12][C:13]([CH3:16])([CH3:15])[CH3:14])=[O:11])[CH2:6][CH2:5]1)#[N:2]. Product: [NH2:2][CH2:1][CH2:3][C:4]1([CH2:17][CH:18]([CH3:20])[CH3:19])[CH2:5][CH2:6][N:7]([C:10]([O:12][C:13]([CH3:14])([CH3:15])[CH3:16])=[O:11])[CH2:8][CH2:9]1. The catalyst class is: 227. (3) Reactant: [OH-].[K+].C([O:5][C:6]([C:8]1([CH2:11][CH2:12][CH2:13][CH2:14][CH2:15][CH2:16][CH2:17][CH2:18][CH2:19][CH2:20][CH2:21][CH2:22][C:23]2([CH2:26][O:27][CH3:28])[CH2:25][CH2:24]2)[CH2:10][CH2:9]1)=[O:7])C.Cl. Product: [CH3:28][O:27][CH2:26][C:23]1([CH2:22][CH2:21][CH2:20][CH2:19][CH2:18][CH2:17][CH2:16][CH2:15][CH2:14][CH2:13][CH2:12][CH2:11][C:8]2([C:6]([OH:7])=[O:5])[CH2:10][CH2:9]2)[CH2:24][CH2:25]1. The catalyst class is: 40. (4) Reactant: [I:1][C:2]1[CH:7]=[CH:6][C:5]([SH:8])=[CH:4][CH:3]=1.C1(C)C=CC(S(O[CH2:19][CH:20]2[CH2:24][CH2:23][CH2:22][N:21]2[C:25]([O:27][C:28]([CH3:31])([CH3:30])[CH3:29])=[O:26])(=O)=O)=CC=1.[OH-].[K+]. Product: [I:1][C:2]1[CH:7]=[CH:6][C:5]([S:8][CH2:19][CH:20]2[CH2:24][CH2:23][CH2:22][N:21]2[C:25]([O:27][C:28]([CH3:29])([CH3:31])[CH3:30])=[O:26])=[CH:4][CH:3]=1. The catalyst class is: 436. (5) Reactant: [NH:1]1[C:9]2[C:4](=[CH:5][CH:6]=[CH:7][CH:8]=2)[CH2:3][CH:2]1[C:10]1[C:18]2[C:13](=[CH:14][CH:15]=[CH:16][CH:17]=2)[NH:12][CH:11]=1. Product: [NH:1]1[C:9]2[C:4](=[CH:5][CH:6]=[CH:7][CH:8]=2)[CH:3]=[C:2]1[C:10]1[C:18]2[C:13](=[CH:14][CH:15]=[CH:16][CH:17]=2)[NH:12][CH:11]=1. The catalyst class is: 787. (6) Reactant: O=C1C2C(=CC=CC=2)C(=O)[N:3]1[CH2:12][C@H:13]([NH:26][C:27]([C@H:29]1C[C@@H:30]1C1SC=CC=1)=[O:28])[C:14]1[CH:19]=[CH:18][C:17]([O:20][CH2:21][C@@H:22]([CH3:25])[CH2:23][CH3:24])=[CH:16][CH:15]=1.O.NN. Product: [NH2:3][CH2:12][C@H:13]([NH:26][C:27](=[O:28])[C@H:29]([C:14]1[CH:19]=[CH:18][CH:17]=[CH:16][CH:15]=1)[CH3:30])[C:14]1[CH:19]=[CH:18][C:17]([O:20][CH2:21][C@@H:22]([CH3:25])[CH2:23][CH3:24])=[CH:16][CH:15]=1. The catalyst class is: 8.